This data is from Full USPTO retrosynthesis dataset with 1.9M reactions from patents (1976-2016). The task is: Predict the reactants needed to synthesize the given product. (1) Given the product [F:8][C:5]1[CH:4]=[C:3]([C:9]([F:12])([F:11])[F:10])[C:2]([C:22]2[CH:23]=[CH:24][N:19]=[CH:20][CH:21]=2)=[CH:7][CH:6]=1, predict the reactants needed to synthesize it. The reactants are: Br[C:2]1[CH:7]=[CH:6][C:5]([F:8])=[CH:4][C:3]=1[C:9]([F:12])([F:11])[F:10].C(=O)([O-])[O-].[Cs+].[Cs+].[N:19]1[CH:24]=[CH:23][C:22](B(O)O)=[CH:21][CH:20]=1.[Cl-].[NH4+]. (2) Given the product [Cl:1][C:2]1[CH:3]=[CH:4][C:5]([O:11][CH2:12][CH2:13][O:15][C:16]2[CH:22]=[CH:23][CH:18]=[CH:19][CH:20]=2)=[C:6]([CH:10]=1)[C:7]([OH:9])=[O:8], predict the reactants needed to synthesize it. The reactants are: [Cl:1][C:2]1[CH:3]=[CH:4][C:5]([O:11][CH2:12][CH:13]([O:15][CH3:16])C)=[C:6]([CH:10]=1)[C:7]([OH:9])=[O:8].O(CCO)[C:18]1[CH:23]=[CH:22]C=[CH:20][CH:19]=1. (3) Given the product [CH2:8]([C:6]1[CH:5]=[CH:4][C:3]([F:10])=[C:2]([B:24]([OH:25])[OH:23])[CH:7]=1)[CH3:9], predict the reactants needed to synthesize it. The reactants are: Br[C:2]1[CH:7]=[C:6]([CH2:8][CH3:9])[CH:5]=[CH:4][C:3]=1[F:10].C([Li])CCC.CCCCCC.C[O:23][B:24](OC)[O:25]C. (4) Given the product [I:1][C:2]1[CH:7]=[CH:6][C:5]([O:8][CH2:17][C:18]([O:20][CH2:21][CH3:22])=[O:19])=[C:4]([CH3:9])[CH:3]=1, predict the reactants needed to synthesize it. The reactants are: [I:1][C:2]1[CH:7]=[CH:6][C:5]([OH:8])=[C:4]([CH3:9])[CH:3]=1.C(=O)([O-])[O-].[K+].[K+].Br[CH2:17][C:18]([O:20][CH2:21][CH3:22])=[O:19]. (5) The reactants are: [CH2:1]([NH:11][C:12]([C@@H:14]1[CH2:17][CH2:16][N:15]1C(OC(C)(C)C)=O)=[O:13])[CH2:2][CH2:3][CH2:4][CH2:5][CH2:6][CH2:7][CH2:8][CH2:9][CH3:10].FC(F)(F)C(O)=O. Given the product [CH2:1]([NH:11][C:12]([C@@H:14]1[CH2:17][CH2:16][NH:15]1)=[O:13])[CH2:2][CH2:3][CH2:4][CH2:5][CH2:6][CH2:7][CH2:8][CH2:9][CH3:10], predict the reactants needed to synthesize it. (6) Given the product [F:1][C:2]1[CH:3]=[N:4][C:5]([C:14](=[O:13])[CH3:10])=[N:6][CH:7]=1, predict the reactants needed to synthesize it. The reactants are: [F:1][C:2]1[CH:3]=[N:4][C:5](C#N)=[N:6][CH:7]=1.[CH2:10]1[CH2:14][O:13]CC1.C[Mg+].[Br-].